This data is from Reaction yield outcomes from USPTO patents with 853,638 reactions. The task is: Predict the reaction yield, written as a fraction of the theoretical maximum amount of product (1.0 means a 100% yield; for example, 0.34 means a 34% yield). (1) The reactants are [C:1]([C:5]1[CH:9]=[C:8]([NH:10][C:11](=[O:19])OC2C=CC=CC=2)[N:7]([C:20]2[C:21]([CH3:26])=[N:22][CH:23]=[CH:24][CH:25]=2)[N:6]=1)([CH3:4])([CH3:3])[CH3:2].[CH3:27][O:28][C:29]1[CH:30]=[C:31]2[C:36](=[CH:37][C:38]=1[O:39][CH3:40])[N:35]=[CH:34][N:33]=[C:32]2[O:41][C:42]1[CH:43]=[C:44]([CH:46]=[CH:47][CH:48]=1)[NH2:45]. No catalyst specified. The product is [C:1]([C:5]1[CH:9]=[C:8]([NH:10][C:11]([NH:45][C:44]2[CH:46]=[CH:47][CH:48]=[C:42]([O:41][C:32]3[C:31]4[C:36](=[CH:37][C:38]([O:39][CH3:40])=[C:29]([O:28][CH3:27])[CH:30]=4)[N:35]=[CH:34][N:33]=3)[CH:43]=2)=[O:19])[N:7]([C:20]2[C:21]([CH3:26])=[N:22][CH:23]=[CH:24][CH:25]=2)[N:6]=1)([CH3:2])([CH3:3])[CH3:4]. The yield is 0.200. (2) The reactants are [CH3:1][CH2:2][O:3][C:4]([C:6]1[N:7](C(OC(C)(C)C)=O)[C:8]2[C:13]([CH:14]=1)=[CH:12][C:11]([Cl:15])=[CH:10][C:9]=2[CH2:16][C:17]#[N:18])=[O:5].C(O)(C(F)(F)F)=O. The catalyst is C(Cl)Cl. The product is [CH2:2]([O:3][C:4]([C:6]1[NH:7][C:8]2[C:13]([CH:14]=1)=[CH:12][C:11]([Cl:15])=[CH:10][C:9]=2[CH2:16][C:17]#[N:18])=[O:5])[CH3:1]. The yield is 0.350. (3) The reactants are Cl[C:2]1[CH:7]=[CH:6][N:5]2[N:8]=[CH:9][C:10]([CH2:11][N:12]3[CH2:16][CH:15]([CH2:17][CH2:18][CH3:19])[CH2:14][C:13]3=[O:20])=[C:4]2[N:3]=1.[CH3:21][O-:22].[Na+]. The catalyst is CO. The product is [CH3:21][O:22][C:2]1[CH:7]=[CH:6][N:5]2[N:8]=[CH:9][C:10]([CH2:11][N:12]3[CH2:16][CH:15]([CH2:17][CH2:18][CH3:19])[CH2:14][C:13]3=[O:20])=[C:4]2[N:3]=1. The yield is 0.330. (4) The reactants are Cl[C:2]1[N:7]=[C:6]([CH3:8])[N:5]=[C:4]([NH2:9])[CH:3]=1.F[B-](F)(F)F.C([PH+](C(C)(C)C)C(C)(C)C)(C)(C)C.[F-].[Cs+].[F:30][C:31]1[C:36]([Sn](CCCC)(CCCC)CCCC)=[N:35][CH:34]=[CH:33][N:32]=1. The catalyst is CN(C=O)C.Cl[Pd]Cl.[Cu]I. The product is [F:30][C:31]1[C:36]([C:2]2[N:7]=[C:6]([CH3:8])[N:5]=[C:4]([NH2:9])[CH:3]=2)=[N:35][CH:34]=[CH:33][N:32]=1. The yield is 0.242. (5) The reactants are [CH2:1]([O:4][CH2:5][C:6]1[C:14]([O:15][CH3:16])=[CH:13][CH:12]=[CH:11][C:7]=1[C:8]([OH:10])=[O:9])[CH:2]=[CH2:3].[F:17][C:18]1[C:23](O)=[C:22]([F:25])[C:21]([F:26])=[C:20]([F:27])[C:19]=1[F:28].C1CCC(N=C=NC2CCCCC2)CC1.II. The catalyst is C(OCC)(=O)C.CCCCCC. The product is [CH2:1]([O:4][CH2:5][C:6]1[C:14]([O:15][CH3:16])=[CH:13][CH:12]=[CH:11][C:7]=1[C:8]([O:10][C:23]1[C:22]([F:25])=[C:21]([F:26])[C:20]([F:27])=[C:19]([F:28])[C:18]=1[F:17])=[O:9])[CH:2]=[CH2:3]. The yield is 1.10. (6) The reactants are C(O[C:4](=[O:15])[CH:5]([CH3:14])[C:6](=[O:13])[CH2:7][C:8]([O:10][CH2:11][CH3:12])=[O:9])C.C(OC(O[CH2:22][CH3:23])=C)C.[CH3:24][NH2:25]. The catalyst is C(OCC)C.C[O-].[Na+]. The product is [CH2:11]([O:10][C:8]([C:7]1[C:6]([OH:13])=[C:5]([CH3:14])[C:4](=[O:15])[N:25]([CH3:24])[C:22]=1[CH3:23])=[O:9])[CH3:12]. The yield is 0.340. (7) The reactants are CS[C:3]([S:17][CH3:18])=[C:4]([C:7](=[O:16])[C:8]1[CH:13]=[C:12]([CH3:14])[CH:11]=[CH:10][C:9]=1[CH3:15])[C:5]#[N:6].[Cl:19][C:20]1[CH:25]=[C:24]([C:26]([F:29])([F:28])[F:27])[CH:23]=[C:22]([Cl:30])[C:21]=1[NH:31][NH2:32]. The catalyst is C(O)C. The product is [NH2:6][C:5]1[N:31]([C:21]2[C:22]([Cl:30])=[CH:23][C:24]([C:26]([F:27])([F:28])[F:29])=[CH:25][C:20]=2[Cl:19])[N:32]=[C:3]([S:17][CH3:18])[C:4]=1[C:7](=[O:16])[C:8]1[CH:13]=[C:12]([CH3:14])[CH:11]=[CH:10][C:9]=1[CH3:15]. The yield is 0.880.